This data is from Catalyst prediction with 721,799 reactions and 888 catalyst types from USPTO. The task is: Predict which catalyst facilitates the given reaction. (1) Reactant: [Si:1]([O:18][CH:19]1[CH2:22][N:21]([C:23]2[S:24][CH:25]=[C:26]([C:28](OCC)=O)[N:27]=2)[CH2:20]1)([C:14]([CH3:17])([CH3:16])[CH3:15])([C:8]1[CH:13]=[CH:12][CH:11]=[CH:10][CH:9]=1)[C:2]1[CH:7]=[CH:6][CH:5]=[CH:4][CH:3]=1.[Cl-].[NH4+:34].C[Al](C)C.C(O)(=O)C.C(OCC)(=O)C. Product: [Si:1]([O:18][CH:19]1[CH2:22][N:21]([C:23]2[S:24][CH:25]=[C:26]([C:28]#[N:34])[N:27]=2)[CH2:20]1)([C:14]([CH3:16])([CH3:15])[CH3:17])([C:8]1[CH:9]=[CH:10][CH:11]=[CH:12][CH:13]=1)[C:2]1[CH:3]=[CH:4][CH:5]=[CH:6][CH:7]=1. The catalyst class is: 48. (2) Reactant: [F:1][C:2]1[CH:3]=[C:4]([C:8]2[N:9]=[C:10]3[C:15]([C:16](O)=[O:17])=[CH:14][C:13]([N:19]4[CH2:24][CH2:23][O:22][CH2:21][CH2:20]4)=[N:12][N:11]3[CH:25]=2)[CH:5]=[CH:6][CH:7]=1.[S:26]1[CH:30]=[CH:29][N:28]=[C:27]1[NH2:31].CN(C(ON1N=NC2C=CC=NC1=2)=[N+](C)C)C.F[P-](F)(F)(F)(F)F.C(N(C(C)C)C(C)C)C. Product: [F:1][C:2]1[CH:3]=[C:4]([C:8]2[N:9]=[C:10]3[C:15]([C:16]([NH:31][C:27]4[S:26][CH:30]=[CH:29][N:28]=4)=[O:17])=[CH:14][C:13]([N:19]4[CH2:24][CH2:23][O:22][CH2:21][CH2:20]4)=[N:12][N:11]3[CH:25]=2)[CH:5]=[CH:6][CH:7]=1. The catalyst class is: 18. (3) Reactant: [Br:1][C:2]1[CH:18]=[CH:17][C:5]([O:6][C:7]2[CH:14]=[CH:13][C:10]([C:11]#[N:12])=[CH:9][C:8]=2[CH:15]=[O:16])=[CH:4][C:3]=1[CH2:19][O:20][CH:21]1[CH2:26][CH2:25][CH2:24][CH2:23][O:22]1.[BH4-].[Na+]. Product: [Br:1][C:2]1[CH:18]=[CH:17][C:5]([O:6][C:7]2[CH:14]=[CH:13][C:10]([C:11]#[N:12])=[CH:9][C:8]=2[CH2:15][OH:16])=[CH:4][C:3]=1[CH2:19][O:20][CH:21]1[CH2:26][CH2:25][CH2:24][CH2:23][O:22]1. The catalyst class is: 5. (4) Reactant: FC(F)(F)S(O)(=O)=O.[F:9][C:10]1[CH:15]=[CH:14][C:13]([N:16]2[CH:20]=[CH:19][CH:18]=[C:17]2C=O)=[CH:12][CH:11]=1.[C:23](=O)([O-])[O-:24].[K+].[K+]. Product: [F:9][C:10]1[CH:11]=[CH:12][C:13]([N:16]2[CH:17]=[CH:18][C:19]([CH:23]=[O:24])=[CH:20]2)=[CH:14][CH:15]=1. The catalyst class is: 4. (5) Reactant: [CH3:1][O:2][C:3]1[CH:4]=[C:5]2[C:13](=[CH:14][CH:15]=1)[NH:12][C:11]1[C:10](=[O:16])[NH:9][CH2:8][CH2:7][C:6]2=1.[CH3:17][C:18]([O:21][C:22](O[C:22]([O:21][C:18]([CH3:20])([CH3:19])[CH3:17])=[O:23])=[O:23])([CH3:20])[CH3:19]. Product: [CH3:1][O:2][C:3]1[CH:4]=[C:5]2[C:13](=[CH:14][CH:15]=1)[N:12]([C:22]([O:21][C:18]([CH3:20])([CH3:19])[CH3:17])=[O:23])[C:11]1[C:10](=[O:16])[NH:9][CH2:8][CH2:7][C:6]2=1. The catalyst class is: 251. (6) Reactant: [OH:1][C:2]1[CH:10]=[C:9]2[C:5]([CH2:6][CH2:7][C@H:8]2[CH2:11][C:12]([O:14][CH3:15])=[O:13])=[CH:4][CH:3]=1.C(=O)([O-])[O-].[Cs+].[Cs+].[CH2:22]([O:26][C:27]1[CH:32]=[C:31]([CH2:33]Cl)[CH:30]=[CH:29][C:28]=1[C:35]1[CH:40]=[C:39]([O:41][CH3:42])[CH:38]=[CH:37][C:36]=1[F:43])[CH2:23][CH2:24][CH3:25]. Product: [CH2:22]([O:26][C:27]1[CH:32]=[C:31]([CH2:33][O:1][C:2]2[CH:10]=[C:9]3[C:5]([CH2:6][CH2:7][C@@H:8]3[CH2:11][C:12]([O:14][CH3:15])=[O:13])=[CH:4][CH:3]=2)[CH:30]=[CH:29][C:28]=1[C:35]1[CH:40]=[C:39]([O:41][CH3:42])[CH:38]=[CH:37][C:36]=1[F:43])[CH2:23][CH2:24][CH3:25].[CH2:22]([O:26][C:27]1[CH:32]=[C:31]([CH2:33][O:1][C:2]2[CH:10]=[C:9]3[C:5]([CH2:6][CH2:7][C@H:8]3[CH2:11][C:12]([O:14][CH3:15])=[O:13])=[CH:4][CH:3]=2)[CH:30]=[CH:29][C:28]=1[C:35]1[CH:40]=[C:39]([O:41][CH3:42])[CH:38]=[CH:37][C:36]=1[F:43])[CH2:23][CH2:24][CH3:25]. The catalyst class is: 18. (7) Reactant: [F:1][C:2]1[CH:11]=[C:10]([F:12])[CH:9]=[C:8]2[C:3]=1[C:4]([NH:20][C:21]1[CH:26]=[CH:25][CH:24]=[C:23]([N:27]3[CH2:32][CH2:31][O:30][CH2:29][CH2:28]3)[N:22]=1)=[C:5]([CH3:19])[C:6]([N:13]1[CH2:18][CH2:17][NH:16][CH2:15][CH2:14]1)=[N:7]2.C(=O)([O-])[O-].[K+].[K+].Cl[C:40]([O:42][CH3:43])=[O:41]. Product: [F:1][C:2]1[CH:11]=[C:10]([F:12])[CH:9]=[C:8]2[C:3]=1[C:4]([NH:20][C:21]1[CH:26]=[CH:25][CH:24]=[C:23]([N:27]3[CH2:28][CH2:29][O:30][CH2:31][CH2:32]3)[N:22]=1)=[C:5]([CH3:19])[C:6]([N:13]1[CH2:14][CH2:15][N:16]([C:40]([O:42][CH3:43])=[O:41])[CH2:17][CH2:18]1)=[N:7]2. The catalyst class is: 4. (8) Reactant: F[C:2]1[CH:7]=[CH:6][C:5]([C:8](=[O:10])[CH3:9])=[CH:4][C:3]=1[N+:11]([O-:13])=[O:12].C(=O)([O-])O.[Na+].[CH2:19]([NH2:23])[CH:20]([CH3:22])[CH3:21].O. Product: [CH2:19]([NH:23][C:2]1[CH:7]=[CH:6][C:5]([C:8](=[O:10])[CH3:9])=[CH:4][C:3]=1[N+:11]([O-:13])=[O:12])[CH:20]([CH3:22])[CH3:21]. The catalyst class is: 10. (9) Reactant: [H-].[Na+].[CH2:3]([OH:10])[C:4]1[CH:9]=[CH:8][CH:7]=[CH:6][CH:5]=1.Cl[C:12]1[CH:13]=[CH:14][C:15]([N+:23]([O-:25])=[O:24])=[C:16]([CH:22]=1)[C:17]([N:19]([CH3:21])[CH3:20])=[O:18]. Product: [CH2:3]([O:10][C:12]1[CH:13]=[CH:14][C:15]([N+:23]([O-:25])=[O:24])=[C:16]([CH:22]=1)[C:17]([N:19]([CH3:21])[CH3:20])=[O:18])[C:4]1[CH:9]=[CH:8][CH:7]=[CH:6][CH:5]=1. The catalyst class is: 3.